Dataset: Reaction yield outcomes from USPTO patents with 853,638 reactions. Task: Predict the reaction yield, written as a fraction of the theoretical maximum amount of product (1.0 means a 100% yield; for example, 0.34 means a 34% yield). (1) The reactants are [CH3:1][N:2]1[CH2:6][CH2:5][CH:4]([C:7]([O:9]C(C)(C)C)=[O:8])[N:3]1C(OC(C)(C)C)=O.C(O)(C(F)(F)F)=O.O. The catalyst is ClCCl. The product is [CH3:1][N:2]1[CH2:6][CH2:5][CH:4]([C:7]([OH:9])=[O:8])[NH:3]1. The yield is 0.970. (2) The reactants are C([O-])(=O)C.[NH4+:5].[CH3:6][CH:7]1[CH2:11][CH2:10][C:9](=O)[C@@H:8]1[C:13]([O:15][CH2:16][CH3:17])=[O:14]. The catalyst is CO. The product is [NH2:5][C:9]1[CH2:10][CH2:11][C@@H:7]([CH3:6])[C:8]=1[C:13]([O:15][CH2:16][CH3:17])=[O:14]. The yield is 0.970. (3) The reactants are [Cl-].[CH3:2][Zn+].Cl[C:5]1[C:10]([N+:11]([O-:13])=[O:12])=[C:9]([CH3:14])[N:8]=[C:7]([O:15][CH3:16])[N:6]=1. The catalyst is O1CCCC1.O. The product is [CH3:16][O:15][C:7]1[N:8]=[C:9]([CH3:14])[C:10]([N+:11]([O-:13])=[O:12])=[C:5]([CH3:2])[N:6]=1. The yield is 0.930. (4) The reactants are Br[C:2]1[CH:3]=[CH:4][C:5]2[O:14][CH2:13][CH2:12][C:11]3[S:10][C:9]([C:15]4[N:16]([CH:20]([CH3:22])[CH3:21])[N:17]=[CH:18][N:19]=4)=[N:8][C:7]=3[C:6]=2[CH:23]=1.[F:24][C:25]1[C:30](B(O)O)=[CH:29][C:28]([CH3:34])=[CH:27][N:26]=1. No catalyst specified. The product is [F:24][C:25]1[C:30]([C:2]2[CH:3]=[CH:4][C:5]3[O:14][CH2:13][CH2:12][C:11]4[S:10][C:9]([C:15]5[N:16]([CH:20]([CH3:22])[CH3:21])[N:17]=[CH:18][N:19]=5)=[N:8][C:7]=4[C:6]=3[CH:23]=2)=[CH:29][C:28]([CH3:34])=[CH:27][N:26]=1. The yield is 0.370. (5) The reactants are Cl.[CH2:2]1[CH:6]2[CH2:7][CH2:8][CH2:9][CH:5]2[CH2:4][NH:3]1.[OH-].[Na+].[C-:12]#[N:13].[Na+]. The catalyst is P([O-])([O-])([O-])=O.[K+].[K+].[K+]. The product is [CH:2]1([C:12]#[N:13])[CH:6]2[CH2:7][CH2:8][CH2:9][CH:5]2[CH2:4][NH:3]1. The yield is 0.820. (6) The reactants are C[O:2][C:3]([C@@H:5]1[CH2:10][N:9]([CH2:11][C:12]2[CH:17]=[CH:16][CH:15]=[CH:14][CH:13]=2)[CH2:8][CH2:7][N:6]1[C:18]([O:20][C:21]([CH3:24])([CH3:23])[CH3:22])=[O:19])=[O:4].[OH-].[Na+]. The catalyst is CO. The product is [C:21]([O:20][C:18]([N:6]1[CH2:7][CH2:8][N:9]([CH2:11][C:12]2[CH:13]=[CH:14][CH:15]=[CH:16][CH:17]=2)[CH2:10][C@H:5]1[C:3]([OH:4])=[O:2])=[O:19])([CH3:24])([CH3:22])[CH3:23]. The yield is 0.890. (7) The reactants are [CH:1]1(/[C:6](/[N:10]2[CH:14]=[C:13]([C:15]3[C:16]4[CH:23]=[CH:22][N:21](COCC[Si](C)(C)C)[C:17]=4[N:18]=[CH:19][N:20]=3)[CH:12]=[N:11]2)=[CH:7]/[C:8]#[N:9])[CH2:5][CH2:4][CH2:3][CH2:2]1. The catalyst is C(Cl)Cl.C(O)(C(F)(F)F)=O. The product is [CH:1]1(/[C:6](/[N:10]2[CH:14]=[C:13]([C:15]3[C:16]4[CH:23]=[CH:22][NH:21][C:17]=4[N:18]=[CH:19][N:20]=3)[CH:12]=[N:11]2)=[CH:7]/[C:8]#[N:9])[CH2:5][CH2:4][CH2:3][CH2:2]1. The yield is 0.760. (8) The reactants are [CH2:1]([O:8][C:9]1[C:16]([Br:17])=[CH:15][C:12]([CH:13]=O)=[C:11]([O:18][CH2:19][O:20][CH3:21])[CH:10]=1)[C:2]1[CH:7]=[CH:6][CH:5]=[CH:4][CH:3]=1.C(O)COCCO.O.NN.[OH-].[K+]. The catalyst is O. The product is [CH2:1]([O:8][C:9]1[CH:10]=[C:11]([O:18][CH2:19][O:20][CH3:21])[C:12]([CH3:13])=[CH:15][C:16]=1[Br:17])[C:2]1[CH:3]=[CH:4][CH:5]=[CH:6][CH:7]=1. The yield is 0.780. (9) The reactants are [Br:1][C:2]1[CH:3]=[C:4]2[C:15](=[CH:16][CH:17]=1)[O:14][C:7]1[C:8]([F:13])=[N:9][C:10]([Cl:12])=[CH:11][C:6]=1[C:5]2([CH2:19][C:20](OC(C)(C)C)=[O:21])[OH:18].[H-].C([Al+]CC(C)C)C(C)C. The catalyst is C1COCC1. The product is [Br:1][C:2]1[CH:3]=[C:4]2[C:15](=[CH:16][CH:17]=1)[O:14][C:7]1[C:8]([F:13])=[N:9][C:10]([Cl:12])=[CH:11][C:6]=1[C:5]2([CH2:19][CH2:20][OH:21])[OH:18]. The yield is 0.860. (10) The reactants are [Br:1][C:2]1[CH:7]=[CH:6][CH:5]=[CH:4][C:3]=1[CH:8]([OH:13])[C:9]([O:11][CH3:12])=[O:10].Cl([O-])(=O)(=O)=O.[Mg+2].Cl([O-])(=O)(=O)=O.C(OC(O[C:28]([CH3:31])([CH3:30])[CH3:29])=O)(O[C:28]([CH3:31])([CH3:30])[CH3:29])=O.O. The catalyst is ClCCl. The product is [Br:1][C:2]1[CH:7]=[CH:6][CH:5]=[CH:4][C:3]=1[CH:8]([O:13][C:28]([CH3:31])([CH3:30])[CH3:29])[C:9]([O:11][CH3:12])=[O:10]. The yield is 0.260.